This data is from Catalyst prediction with 721,799 reactions and 888 catalyst types from USPTO. The task is: Predict which catalyst facilitates the given reaction. (1) Reactant: [Br:1][C:2]1[CH:11]=[C:10]2[C:5]([CH:6]=[CH:7][N:8]=[CH:9]2)=[CH:4][C:3]=1[O:12][CH3:13].ClC1C=C(C=CC=1)C(OO)=[O:19]. Product: [Br:1][C:2]1[CH:11]=[C:10]2[C:5]([CH:6]=[CH:7][N+:8]([O-:19])=[CH:9]2)=[CH:4][C:3]=1[O:12][CH3:13]. The catalyst class is: 2. (2) The catalyst class is: 20. Reactant: Cl[C:2]1[CH:7]=[CH:6][C:5]([CH2:8][N:9]2[C:13]([CH3:14])=[CH:12][C:11]([C:15]3[O:19][N:18]=[C:17]([C:20]4[CH:25]=[CH:24][C:23]([O:26][C:27]([F:30])([F:29])[F:28])=[CH:22][CH:21]=4)[N:16]=3)=[N:10]2)=[CH:4][N:3]=1.[CH2:31]([NH2:33])[CH3:32]. Product: [CH2:31]([NH:33][C:2]1[CH:7]=[CH:6][C:5]([CH2:8][N:9]2[C:13]([CH3:14])=[CH:12][C:11]([C:15]3[O:19][N:18]=[C:17]([C:20]4[CH:25]=[CH:24][C:23]([O:26][C:27]([F:29])([F:30])[F:28])=[CH:22][CH:21]=4)[N:16]=3)=[N:10]2)=[CH:4][N:3]=1)[CH3:32]. (3) Reactant: [CH:1]1([N:6]2[C:14]3[CH:13]=[CH:12][N:11]=[C:10]([O:15]C)[C:9]=3[C:8]([C:17]3[CH:18]=[C:19]([C:22]([NH:24][CH:25]4[CH2:27][CH2:26]4)=[O:23])[S:20][CH:21]=3)=[N:7]2)[CH2:5][CH2:4][CH2:3][CH2:2]1.[I-].[Na+].Cl[Si](C)(C)C.O. The catalyst class is: 10. Product: [CH:1]1([N:6]2[C:14]3[CH:13]=[CH:12][NH:11][C:10](=[O:15])[C:9]=3[C:8]([C:17]3[CH:18]=[C:19]([C:22]([NH:24][CH:25]4[CH2:27][CH2:26]4)=[O:23])[S:20][CH:21]=3)=[N:7]2)[CH2:5][CH2:4][CH2:3][CH2:2]1. (4) Product: [N:28]([CH2:6][C:7]1[N:8]=[N:9][C:10]([C:13]2[C:18]([F:19])=[CH:17][C:16]([O:20][CH:21]3[CH2:26][CH2:25][O:24][CH2:23][CH2:22]3)=[CH:15][C:14]=2[F:27])=[CH:11][CH:12]=1)=[N+:29]=[N-:30]. The catalyst class is: 3. Reactant: CS(O[CH2:6][C:7]1[N:8]=[N:9][C:10]([C:13]2[C:18]([F:19])=[CH:17][C:16]([O:20][CH:21]3[CH2:26][CH2:25][O:24][CH2:23][CH2:22]3)=[CH:15][C:14]=2[F:27])=[CH:11][CH:12]=1)(=O)=O.[N-:28]=[N+:29]=[N-:30].[Na+].O.